From a dataset of Reaction yield outcomes from USPTO patents with 853,638 reactions. Predict the reaction yield, written as a fraction of the theoretical maximum amount of product (1.0 means a 100% yield; for example, 0.34 means a 34% yield). The reactants are C[O:2][C:3](=[O:17])[C:4]([NH:6][C:7]1[C:16]2[C:11](=[CH:12][CH:13]=[CH:14][CH:15]=2)[CH:10]=[CH:9][CH:8]=1)=[O:5].[OH-].[Li+]. The catalyst is C1COCC1. The product is [C:7]1([NH:6][C:4](=[O:5])[C:3]([OH:17])=[O:2])[C:16]2[C:11](=[CH:12][CH:13]=[CH:14][CH:15]=2)[CH:10]=[CH:9][CH:8]=1. The yield is 0.980.